Dataset: Full USPTO retrosynthesis dataset with 1.9M reactions from patents (1976-2016). Task: Predict the reactants needed to synthesize the given product. (1) Given the product [C:1]([O:5][C:6](=[O:22])[NH:7][C:8]1[CH:13]=[C:12]([NH:14][CH:15]([CH3:16])[CH3:17])[C:11]([Cl:18])=[CH:10][C:9]=1[NH2:19])([CH3:2])([CH3:4])[CH3:3], predict the reactants needed to synthesize it. The reactants are: [C:1]([O:5][C:6](=[O:22])[NH:7][C:8]1[CH:13]=[C:12]([NH:14][CH:15]([CH3:17])[CH3:16])[C:11]([Cl:18])=[CH:10][C:9]=1[N+:19]([O-])=O)([CH3:4])([CH3:3])[CH3:2].O.O.Cl[Sn]Cl. (2) Given the product [Cl:1][C:2]1[CH:3]=[CH:4][C:5]([C:8]2[CH:9]=[C:10]([NH:20][C:26]([C:25]3[O:21][N:22]=[CH:23][CH:24]=3)=[O:27])[CH:11]=[N:12][C:13]=2[O:14][CH2:15][C:16]([F:17])([F:18])[F:19])=[CH:6][CH:7]=1, predict the reactants needed to synthesize it. The reactants are: [Cl:1][C:2]1[CH:7]=[CH:6][C:5]([C:8]2[CH:9]=[C:10]([NH2:20])[CH:11]=[N:12][C:13]=2[O:14][CH2:15][C:16]([F:19])([F:18])[F:17])=[CH:4][CH:3]=1.[O:21]1[C:25]([C:26](O)=[O:27])=[CH:24][CH:23]=[N:22]1. (3) Given the product [OH:26][C:25]1[C:20]([NH:19][C:13](=[O:15])[C:12]2[CH:16]=[CH:17][CH:18]=[C:10]([S:7]([N:1]3[CH2:2][CH2:3][CH2:4][CH2:5][CH2:6]3)(=[O:8])=[O:9])[CH:11]=2)=[N:21][CH:22]=[CH:23][CH:24]=1, predict the reactants needed to synthesize it. The reactants are: [N:1]1([S:7]([C:10]2[CH:11]=[C:12]([CH:16]=[CH:17][CH:18]=2)[C:13]([OH:15])=O)(=[O:9])=[O:8])[CH2:6][CH2:5][CH2:4][CH2:3][CH2:2]1.[NH2:19][C:20]1[C:25]([OH:26])=[CH:24][CH:23]=[CH:22][N:21]=1. (4) Given the product [NH2:26][C:4]1[CH:5]=[CH:6][C:7]([C:8]2[NH:39][C:36](=[O:38])[CH:37]=[C:10]([C:11]3[CH:16]=[CH:15][C:14]([OH:17])=[C:13]([CH3:24])[CH:12]=3)[CH:9]=2)=[C:2]([CH3:1])[CH:3]=1, predict the reactants needed to synthesize it. The reactants are: [CH3:1][C:2]1[CH:3]=[C:4]([NH:26]C(=O)C)[CH:5]=[CH:6][C:7]=1[C:8](=O)/[CH:9]=[CH:10]/[C:11]1[CH:16]=[CH:15][C:14]([O:17]C2CCCCO2)=[C:13]([CH3:24])[CH:12]=1.C([O-])([O-])=O.[Cs+].[Cs+].[C:36]([NH:39][CH2:37][C:36]([NH2:39])=[O:38])(=[O:38])[CH3:37]. (5) Given the product [CH:16]1([NH:21][S:12]([C:3]2[C:4]([Cl:11])=[CH:5][CH:6]=[C:7]([N+:8]([O-:10])=[O:9])[C:2]=2[Cl:1])(=[O:14])=[O:13])[CH2:20][CH2:19][CH2:18][CH2:17]1, predict the reactants needed to synthesize it. The reactants are: [Cl:1][C:2]1[C:7]([N+:8]([O-:10])=[O:9])=[CH:6][CH:5]=[C:4]([Cl:11])[C:3]=1[S:12](Cl)(=[O:14])=[O:13].[CH:16]1([NH2:21])[CH2:20][CH2:19][CH2:18][CH2:17]1.C(N(CC)CC)C. (6) The reactants are: [CH3:1][O:2][C:3](=[O:21])[CH:4]=[CH:5][C:6]1[CH:11]=[CH:10][CH:9]=[C:8]([CH2:12][NH:13]C(OC(C)(C)C)=O)[CH:7]=1.[ClH:22].O1CCOCC1. Given the product [ClH:22].[CH3:1][O:2][C:3](=[O:21])[CH:4]=[CH:5][C:6]1[CH:11]=[CH:10][CH:9]=[C:8]([CH2:12][NH2:13])[CH:7]=1, predict the reactants needed to synthesize it. (7) Given the product [Br:1][C:2]1[CH:3]=[C:4]2[C:24](=[CH:25][CH:26]=1)[C:8]1[NH:9][C:10]([C@@H:12]3[CH2:16][CH2:15][CH2:14][N:13]3[C:34](=[O:35])[C@@H:33]([NH:32][C:30](=[O:31])[O:29][CH3:28])[CH:37]3[CH2:42][CH2:41][O:40][CH2:39][CH2:38]3)=[N:11][C:7]=1[CH2:6][CH2:5]2, predict the reactants needed to synthesize it. The reactants are: [Br:1][C:2]1[CH:3]=[C:4]2[C:24](=[CH:25][CH:26]=1)[C:8]1[NH:9][C:10]([C@@H:12]3[CH2:16][CH2:15][CH2:14][N:13]3C(OC(C)(C)C)=O)=[N:11][C:7]=1[CH2:6][CH2:5]2.Cl.[CH3:28][O:29][C:30]([NH:32][C@@H:33]([CH:37]1[CH2:42][CH2:41][O:40][CH2:39][CH2:38]1)[C:34](O)=[O:35])=[O:31].CN(C(ON1N=NC2C=CC=NC1=2)=[N+](C)C)C.F[P-](F)(F)(F)(F)F.CCN(C(C)C)C(C)C.